Dataset: NCI-60 drug combinations with 297,098 pairs across 59 cell lines. Task: Regression. Given two drug SMILES strings and cell line genomic features, predict the synergy score measuring deviation from expected non-interaction effect. Drug 1: CCCCCOC(=O)NC1=NC(=O)N(C=C1F)C2C(C(C(O2)C)O)O. Drug 2: CC12CCC3C(C1CCC2O)C(CC4=C3C=CC(=C4)O)CCCCCCCCCS(=O)CCCC(C(F)(F)F)(F)F. Cell line: NCI-H522. Synergy scores: CSS=0.867, Synergy_ZIP=-0.110, Synergy_Bliss=-0.00858, Synergy_Loewe=-1.50, Synergy_HSA=-1.21.